The task is: Regression/Classification. Given a drug SMILES string, predict its absorption, distribution, metabolism, or excretion properties. Task type varies by dataset: regression for continuous measurements (e.g., permeability, clearance, half-life) or binary classification for categorical outcomes (e.g., BBB penetration, CYP inhibition). Dataset: cyp2d6_veith.. This data is from CYP2D6 inhibition data for predicting drug metabolism from PubChem BioAssay. The compound is O=C(c1cc(=O)[nH]c2ccc(Br)cc12)N1CCC2(CC1)OCCO2. The result is 0 (non-inhibitor).